The task is: Predict the reactants needed to synthesize the given product.. This data is from Full USPTO retrosynthesis dataset with 1.9M reactions from patents (1976-2016). (1) Given the product [NH:2]1[C:4]2[C:13](=[CH:8][CH:7]=[CH:6][CH:5]=2)[CH:12]=[CH:11]1, predict the reactants needed to synthesize it. The reactants are: C[N:2]([C:4]1[C:13]2[C:8](=CC=[CH:11][CH:12]=2)[CH:7]=[CH:6][CH:5]=1)N.C(C1C=CC(CCC(=O)C)=CC=1)#N.C(O)C.Cl. (2) Given the product [Br:21][C:22]1[CH:23]=[C:24]([C:25]2[O:15][N:14]=[C:13]([CH2:12][N:8]3[C:9]4[C:5](=[C:4]([C:17]([F:19])([F:20])[F:18])[C:3]([C:1]#[N:2])=[CH:11][CH:10]=4)[CH:6]=[CH:7]3)[N:16]=2)[CH:28]=[CH:29][C:30]=1[CH3:31], predict the reactants needed to synthesize it. The reactants are: [C:1]([C:3]1[C:4]([C:17]([F:20])([F:19])[F:18])=[C:5]2[C:9](=[CH:10][CH:11]=1)[N:8]([CH2:12][C:13](=[NH:16])[NH:14][OH:15])[CH:7]=[CH:6]2)#[N:2].[Br:21][C:22]1[CH:23]=[C:24]([CH:28]=[CH:29][C:30]=1[CH3:31])[C:25](O)=O. (3) Given the product [C:44]([NH:47][NH:48][C:19]([C:16]1[NH:17][C:18]2[C:14]([CH:15]=1)=[CH:13][CH:12]=[CH:11][C:10]=2[NH:9][S:6]([C:2]1[S:1][CH:5]=[CH:4][CH:3]=1)(=[O:7])=[O:8])=[O:21])(=[O:46])[CH3:45], predict the reactants needed to synthesize it. The reactants are: [S:1]1[CH:5]=[CH:4][CH:3]=[C:2]1[S:6]([NH:9][C:10]1[CH:11]=[CH:12][CH:13]=[C:14]2[C:18]=1[NH:17][C:16]([C:19]([OH:21])=O)=[CH:15]2)(=[O:8])=[O:7].N1(O)C2C=CC=CC=2N=N1.Cl.CN(C)CCCN=C=NCC.[C:44]([NH:47][NH2:48])(=[O:46])[CH3:45]. (4) Given the product [CH:14]1([NH:13][C:12]2[CH:11]=[CH:10][C:4]([C:5]([O:7][CH2:8][CH3:9])=[O:6])=[CH:3][C:2]=2[NH:1][CH3:24])[CH2:21][CH2:20][CH2:19][CH2:18][CH2:17][CH2:16][CH2:15]1, predict the reactants needed to synthesize it. The reactants are: [NH2:1][C:2]1[CH:3]=[C:4]([CH:10]=[CH:11][C:12]=1[NH:13][CH:14]1[CH2:21][CH2:20][CH2:19][CH2:18][CH2:17][CH2:16][CH2:15]1)[C:5]([O:7][CH2:8][CH3:9])=[O:6].CI.[C:24](=O)([O-])[O-].[K+].[K+]. (5) Given the product [CH2:17]([O:16][C:11]([C:12]1[NH:9][C:3]2[C:4]([CH:14]=1)=[CH:5][C:6]([F:8])=[CH:7][C:2]=2[Br:1])=[O:15])[CH3:18], predict the reactants needed to synthesize it. The reactants are: [Br:1][C:2]1[CH:7]=[C:6]([F:8])[CH:5]=[CH:4][C:3]=1[NH:9]N.[C:11]([O:16][CH2:17][CH3:18])(=[O:15])[C:12]([CH3:14])=O.C(=O)([O-])O.[Na+]. (6) The reactants are: [Cl:1][C:2]1[N:7]=[CH:6][C:5]([OH:8])=[CH:4][CH:3]=1.I[CH2:10][C:11]([CH3:14])([CH3:13])[CH3:12].C(=O)([O-])[O-].[Cs+].[Cs+]. Given the product [Cl:1][C:2]1[CH:3]=[CH:4][C:5]([O:8][CH2:10][C:11]([CH3:14])([CH3:13])[CH3:12])=[CH:6][N:7]=1, predict the reactants needed to synthesize it. (7) Given the product [F:1][C:2]1[C:7]([F:8])=[CH:6][C:5]([F:9])=[C:4]([F:10])[C:3]=1[N:11]([C:22](=[O:23])[CH2:21][Cl:20])[C:12]1[CH:17]=[CH:16][C:15]([CH2:18][CH3:19])=[CH:14][CH:13]=1, predict the reactants needed to synthesize it. The reactants are: [F:1][C:2]1[C:7]([F:8])=[CH:6][C:5]([F:9])=[C:4]([F:10])[C:3]=1[NH:11][C:12]1[CH:17]=[CH:16][C:15]([CH2:18][CH3:19])=[CH:14][CH:13]=1.[Cl:20][CH2:21][C:22](Cl)=[O:23].O1CCCC1.C(=O)(O)[O-].[Na+]. (8) Given the product [Br:1][C:2]1[CH:10]=[C:9]2[C:5]([C:6]([CH3:11])=[N:7][N:8]2[CH2:15][CH3:16])=[CH:4][CH:3]=1, predict the reactants needed to synthesize it. The reactants are: [Br:1][C:2]1[CH:10]=[C:9]2[C:5]([C:6]([CH3:11])=[N:7][NH:8]2)=[CH:4][CH:3]=1.[H-].[Na+].I[CH2:15][CH3:16]. (9) Given the product [O:8]=[C:9]1[N:15]([CH:16]2[CH2:17][CH2:18][N:19]([C:22]([O:24][C@H:25]([CH2:26][C:27]3[CH:32]=[C:31]([C:33]([F:35])([F:36])[F:34])[C:30]([NH2:37])=[C:29]([Cl:38])[CH:28]=3)[C:39]([N:62]3[CH2:61][CH2:60][CH:59]([N:46]4[CH2:51][CH2:50][CH:49]([O:52][CH2:53][C:54]([O:56][CH2:57][CH3:58])=[O:55])[CH2:48][CH2:47]4)[CH2:64][CH2:63]3)=[O:40])=[O:23])[CH2:20][CH2:21]2)[CH2:14][CH2:13][C:12]2[CH:42]=[CH:43][CH:44]=[CH:45][C:11]=2[NH:10]1, predict the reactants needed to synthesize it. The reactants are: C(N(CC)CC)C.[O:8]=[C:9]1[N:15]([CH:16]2[CH2:21][CH2:20][N:19]([C:22]([O:24][C@@H:25]([C:39](O)=[O:40])[CH2:26][C:27]3[CH:32]=[C:31]([C:33]([F:36])([F:35])[F:34])[C:30]([NH2:37])=[C:29]([Cl:38])[CH:28]=3)=[O:23])[CH2:18][CH2:17]2)[CH2:14][CH2:13][C:12]2[CH:42]=[CH:43][CH:44]=[CH:45][C:11]=2[NH:10]1.[N:46]1([CH:59]2[CH2:64][CH2:63][NH:62][CH2:61][CH2:60]2)[CH2:51][CH2:50][CH:49]([O:52][CH2:53][C:54]([O:56][CH2:57][CH3:58])=[O:55])[CH2:48][CH2:47]1.CN(C(ON1N=NC2C=CC=CC1=2)=[N+](C)C)C.[B-](F)(F)(F)F.C([O-])(O)=O.[Na+].